From a dataset of Full USPTO retrosynthesis dataset with 1.9M reactions from patents (1976-2016). Predict the reactants needed to synthesize the given product. (1) Given the product [OH:1][C:2]1[CH:7]=[CH:6][CH:5]=[CH:4][C:3]=1[C:8]1[N:12]=[C:11]([C:13]2[CH:18]=[CH:17][CH:16]=[CH:15][C:14]=2[OH:19])[N:10]([CH2:20][C:21]([NH:10][CH2:20][CH2:21][OH:22])=[O:22])[N:9]=1, predict the reactants needed to synthesize it. The reactants are: [OH:1][C:2]1[CH:7]=[CH:6][CH:5]=[CH:4][C:3]=1[C:8]1[N:12]=[C:11]([C:13]2[CH:18]=[CH:17][CH:16]=[CH:15][C:14]=2[OH:19])[N:10]([CH2:20][C:21](OCC)=[O:22])[N:9]=1. (2) Given the product [CH:1]([N:4]1[CH2:9][CH2:8][CH:7]([O:10][C:11]2[CH:19]=[CH:18][C:17]3[N:16]4[CH2:20][CH2:21][N:22]([CH2:31][C:30]5[CH:33]=[CH:34][CH:35]=[CH:36][C:29]=5[C:28]([F:27])([F:37])[F:38])[C:23](=[O:24])[C:15]4=[CH:14][C:13]=3[CH:12]=2)[CH2:6][CH2:5]1)([CH3:3])[CH3:2], predict the reactants needed to synthesize it. The reactants are: [CH:1]([N:4]1[CH2:9][CH2:8][CH:7]([O:10][C:11]2[CH:19]=[CH:18][C:17]3[N:16]4[CH2:20][CH2:21][NH:22][C:23](=[O:24])[C:15]4=[CH:14][C:13]=3[CH:12]=2)[CH2:6][CH2:5]1)([CH3:3])[CH3:2].[H-].[Na+].[F:27][C:28]([F:38])([F:37])[C:29]1[CH:36]=[CH:35][CH:34]=[CH:33][C:30]=1[CH2:31]Br.